Dataset: Full USPTO retrosynthesis dataset with 1.9M reactions from patents (1976-2016). Task: Predict the reactants needed to synthesize the given product. (1) Given the product [CH3:1][O:2][C:3]1[CH:22]=[CH:21][C:6]([CH2:7][N:8]2[CH:12]=[C:11]([C:13]3[CH:18]=[CH:17][N:16]=[C:15]([O:42][C:37]4[CH:38]=[CH:39][C:40]([F:41])=[C:35]([NH2:34])[CH:36]=4)[N:14]=3)[CH:10]=[N:9]2)=[CH:5][CH:4]=1, predict the reactants needed to synthesize it. The reactants are: [CH3:1][O:2][C:3]1[CH:22]=[CH:21][C:6]([CH2:7][N:8]2[CH:12]=[C:11]([C:13]3[CH:18]=[CH:17][N:16]=[C:15](SC)[N:14]=3)[CH:10]=[N:9]2)=[CH:5][CH:4]=1.C1C=C(Cl)C=C(C(OO)=O)C=1.[NH2:34][C:35]1[CH:36]=[C:37]([OH:42])[CH:38]=[CH:39][C:40]=1[F:41].C([O-])([O-])=O.[K+].[K+]. (2) Given the product [F:1][C:2]1[CH:7]=[CH:6][C:5]([N:8]2[CH2:17][CH2:16][C:15]3[C:10](=[CH:11][CH:12]=[C:13]([O:18][CH2:19][C:20]4[CH:25]=[CH:24][CH:23]=[CH:22][CH:21]=4)[CH:14]=3)[CH:9]2[CH2:26][C:27]2[CH:28]=[CH:29][C:30]([O:33][CH2:41][CH2:42][CH:43]3[CH2:48][CH2:47][CH2:46][CH2:45][N:44]3[CH3:49])=[CH:31][CH:32]=2)=[CH:4][CH:3]=1, predict the reactants needed to synthesize it. The reactants are: [F:1][C:2]1[CH:7]=[CH:6][C:5]([N:8]2[CH2:17][CH2:16][C:15]3[C:10](=[CH:11][CH:12]=[C:13]([O:18][CH2:19][C:20]4[CH:25]=[CH:24][CH:23]=[CH:22][CH:21]=4)[CH:14]=3)[CH:9]2[CH2:26][C:27]2[CH:32]=[CH:31][C:30]([OH:33])=[CH:29][CH:28]=2)=[CH:4][CH:3]=1.C(=O)([O-])[O-].[K+].[K+].Cl[CH2:41][CH2:42][CH:43]1[CH2:48][CH2:47][CH2:46][CH2:45][N:44]1[CH3:49].C(Cl)Cl.CO. (3) Given the product [CH3:8][C@H:9]([O:13][C:14]1[N:22]=[C:21]2[C:17]([N:18]=[C:19]([O:23][CH3:24])[N:20]2[CH2:27][CH2:28][CH:29]2[CH2:34][CH2:33][CH2:32][O:31][CH2:30]2)=[C:16]([NH2:25])[N:15]=1)[CH2:10][CH2:11][CH3:12], predict the reactants needed to synthesize it. The reactants are: FC(F)(F)C(O)=O.[CH3:8][C@H:9]([O:13][C:14]1[NH:15][C:16]([NH2:25])=[C:17]2[C:21]([N:22]=1)=[N:20][C:19]([O:23][CH3:24])=[N:18]2)[CH2:10][CH2:11][CH3:12].Br[CH2:27][CH2:28][CH:29]1[CH2:34][CH2:33][CH2:32][O:31][CH2:30]1. (4) Given the product [CH2:12]([N:9]1[CH2:8][CH2:7][C:6]2([C:4](=[O:5])[N:30]([C:29]3[CH:31]=[CH:32][C:26]([O:25][C:24]([F:23])([F:33])[F:34])=[CH:27][CH:28]=3)[CH2:20][CH2:19]2)[CH2:11][CH2:10]1)[C:13]1[CH:14]=[CH:15][CH:16]=[CH:17][CH:18]=1, predict the reactants needed to synthesize it. The reactants are: C(O[C:4]([C:6]1([CH2:19][CH2:20]OC)[CH2:11][CH2:10][N:9]([CH2:12][C:13]2[CH:18]=[CH:17][CH:16]=[CH:15][CH:14]=2)[CH2:8][CH2:7]1)=[O:5])C.[F:23][C:24]([F:34])([F:33])[O:25][C:26]1[CH:32]=[CH:31][C:29]([NH2:30])=[CH:28][CH:27]=1.[Cl-].C[Al+]C. (5) Given the product [Br:1][C:2]1[CH:3]=[C:4]([CH:5]=[CH:6][CH:7]=1)[O:8][CH2:10][CH2:11][NH:12][C:13](=[O:19])[O:14][C:15]([CH3:18])([CH3:17])[CH3:16], predict the reactants needed to synthesize it. The reactants are: [Br:1][C:2]1[CH:3]=[C:4]([OH:8])[CH:5]=[CH:6][CH:7]=1.Br[CH2:10][CH2:11][NH:12][C:13](=[O:19])[O:14][C:15]([CH3:18])([CH3:17])[CH3:16].C(=O)([O-])[O-].[Cs+].[Cs+].